From a dataset of Forward reaction prediction with 1.9M reactions from USPTO patents (1976-2016). Predict the product of the given reaction. (1) Given the reactants [CH:1]([O:14][N:15]1[CH:20]=[C:19]([O:21][CH2:22][C:23]2[CH:28]=[CH:27][C:26]([O:29][CH3:30])=[CH:25][CH:24]=2)[C:18](=[O:31])[CH:17]=[C:16]1[CH2:32]O)([C:8]1[CH:13]=[CH:12][CH:11]=[CH:10][CH:9]=1)[C:2]1[CH:7]=[CH:6][CH:5]=[CH:4][CH:3]=1.[C:34]1(=[O:44])[NH:38][C:37](=[O:39])[C:36]2=[CH:40][CH:41]=[CH:42][CH:43]=[C:35]12.C1(P(C2C=CC=CC=2)C2C=CC=CC=2)C=CC=CC=1.N(C(OC(C)C)=O)=NC(OC(C)C)=O, predict the reaction product. The product is: [CH:1]([O:14][N:15]1[CH:20]=[C:19]([O:21][CH2:22][C:23]2[CH:28]=[CH:27][C:26]([O:29][CH3:30])=[CH:25][CH:24]=2)[C:18](=[O:31])[CH:17]=[C:16]1[CH2:32][N:38]1[C:34](=[O:44])[C:35]2[C:36](=[CH:40][CH:41]=[CH:42][CH:43]=2)[C:37]1=[O:39])([C:8]1[CH:13]=[CH:12][CH:11]=[CH:10][CH:9]=1)[C:2]1[CH:3]=[CH:4][CH:5]=[CH:6][CH:7]=1. (2) Given the reactants FC(F)(F)S(O[C:7]1[N:11]([CH2:12][C:13]([F:16])([F:15])[F:14])[N:10]=[C:9]([C@@H:17]2[CH2:22][CH2:21][C:20]([F:24])([F:23])[CH2:19][C@H:18]2[CH2:25][O:26][CH2:27][C:28]2[CH:33]=[CH:32][CH:31]=[CH:30][CH:29]=2)[C:8]=1[C:34]1[CH:39]=[CH:38][C:37]([S:40]([CH3:43])(=[O:42])=[O:41])=[CH:36][CH:35]=1)(=O)=O, predict the reaction product. The product is: [CH2:27]([O:26][CH2:25][C@@H:18]1[CH2:19][C:20]([F:23])([F:24])[CH2:21][CH2:22][C@H:17]1[C:9]1[C:8]([C:34]2[CH:35]=[CH:36][C:37]([S:40]([CH3:43])(=[O:41])=[O:42])=[CH:38][CH:39]=2)=[CH:7][N:11]([CH2:12][C:13]([F:15])([F:16])[F:14])[N:10]=1)[C:28]1[CH:33]=[CH:32][CH:31]=[CH:30][CH:29]=1. (3) Given the reactants [CH3:1][O:2][C:3]1[CH:4]=[C:5]2[C:10](=[CH:11][CH:12]=1)[C:9](=[O:13])[N:8]([CH3:14])[C:7]([CH:15]1[CH2:20][CH2:19][CH2:18][NH:17][CH2:16]1)=[C:6]2[C:21]1[CH:26]=[CH:25][CH:24]=[CH:23][CH:22]=1.C(N(CC)C(C)C)(C)C.[CH3:36][S:37](Cl)(=[O:39])=[O:38].C(=O)(O)[O-].[Na+], predict the reaction product. The product is: [CH3:1][O:2][C:3]1[CH:4]=[C:5]2[C:10](=[CH:11][CH:12]=1)[C:9](=[O:13])[N:8]([CH3:14])[C:7]([CH:15]1[CH2:20][CH2:19][CH2:18][N:17]([S:37]([CH3:36])(=[O:39])=[O:38])[CH2:16]1)=[C:6]2[C:21]1[CH:22]=[CH:23][CH:24]=[CH:25][CH:26]=1. (4) Given the reactants FC(F)(F)S(OC)(=O)=O.[Cl:10][C:11]1[CH:16]=[CH:15][C:14]([C:17]2([C:20]([NH:22][CH3:23])=O)[CH2:19][CH2:18]2)=[CH:13][CH:12]=1.C(N(CC)CC)C.[OH:31][CH:32]1[CH2:37][CH2:36][CH:35]([C:38]([NH:40][NH2:41])=O)[CH2:34][CH2:33]1, predict the reaction product. The product is: [Cl:10][C:11]1[CH:16]=[CH:15][C:14]([C:17]2([C:20]3[N:22]([CH3:23])[C:38]([CH:35]4[CH2:36][CH2:37][CH:32]([OH:31])[CH2:33][CH2:34]4)=[N:40][N:41]=3)[CH2:19][CH2:18]2)=[CH:13][CH:12]=1. (5) Given the reactants [CH3:1][O:2][C:3](=[O:15])[C:4]1[CH:9]=[C:8]([CH2:10]Br)[CH:7]=[CH:6][C:5]=1[N+:12]([O-:14])=[O:13].[NH:16]([C:24]([O:26][C:27]([CH3:30])([CH3:29])[CH3:28])=[O:25])[C:17]([O:19][C:20]([CH3:23])([CH3:22])[CH3:21])=[O:18].C(=O)([O-])[O-].[Cs+].[Cs+].O, predict the reaction product. The product is: [CH3:1][O:2][C:3](=[O:15])[C:4]1[CH:9]=[C:8]([CH2:10][N:16]([C:17]([O:19][C:20]([CH3:23])([CH3:22])[CH3:21])=[O:18])[C:24]([O:26][C:27]([CH3:28])([CH3:29])[CH3:30])=[O:25])[CH:7]=[CH:6][C:5]=1[N+:12]([O-:14])=[O:13].